From a dataset of CYP2C19 inhibition data for predicting drug metabolism from PubChem BioAssay. Regression/Classification. Given a drug SMILES string, predict its absorption, distribution, metabolism, or excretion properties. Task type varies by dataset: regression for continuous measurements (e.g., permeability, clearance, half-life) or binary classification for categorical outcomes (e.g., BBB penetration, CYP inhibition). Dataset: cyp2c19_veith. The compound is COc1ccc2[nH]cc(CCNc3ncncc3-c3ccccc3OC)c2c1. The result is 1 (inhibitor).